From a dataset of Peptide-MHC class II binding affinity with 134,281 pairs from IEDB. Regression. Given a peptide amino acid sequence and an MHC pseudo amino acid sequence, predict their binding affinity value. This is MHC class II binding data. (1) The peptide sequence is GPPVEASAAALAGDA. The MHC is HLA-DPA10103-DPB10201 with pseudo-sequence HLA-DPA10103-DPB10201. The binding affinity (normalized) is 0. (2) The peptide sequence is TEYIMKGVYINTALL. The MHC is DRB1_0901 with pseudo-sequence DRB1_0901. The binding affinity (normalized) is 0.252. (3) The binding affinity (normalized) is 0.297. The MHC is DRB1_1302 with pseudo-sequence DRB1_1302. The peptide sequence is MFIRNCARKVFNDIK. (4) The peptide sequence is VRKNRWLLLNVTSED. The MHC is DRB1_0901 with pseudo-sequence DRB1_0901. The binding affinity (normalized) is 0.510. (5) The MHC is DRB1_1501 with pseudo-sequence DRB1_1501. The binding affinity (normalized) is 0.0266. The peptide sequence is KNVFDDVVPEKYTIG. (6) The peptide sequence is HGSEEWEPLTKKGNVWEVKS. The MHC is DRB3_0101 with pseudo-sequence DRB3_0101. The binding affinity (normalized) is 0.166.